From a dataset of TCR-epitope binding with 47,182 pairs between 192 epitopes and 23,139 TCRs. Binary Classification. Given a T-cell receptor sequence (or CDR3 region) and an epitope sequence, predict whether binding occurs between them. (1) The epitope is MLNIPSINV. The TCR CDR3 sequence is CASADRDSYEQYF. Result: 0 (the TCR does not bind to the epitope). (2) The epitope is YFPLQSYGF. The TCR CDR3 sequence is CASSLGQQETQYF. Result: 1 (the TCR binds to the epitope). (3) The epitope is TSDLATNNLVVMAY. The TCR CDR3 sequence is CASSSNTFYEQYF. Result: 0 (the TCR does not bind to the epitope).